From a dataset of Forward reaction prediction with 1.9M reactions from USPTO patents (1976-2016). Predict the product of the given reaction. Given the reactants Br[C:2]1[CH:3]=[C:4]([CH:7]=[CH:8][CH:9]=1)[C:5]#[N:6].C(=O)([O-])[O-].[Na+].[Na+].[OH:16][CH2:17][C:18]1[CH:19]=[C:20](B(O)O)[CH:21]=[CH:22][CH:23]=1.O, predict the reaction product. The product is: [OH:16][CH2:17][C:18]1[CH:23]=[C:22]([C:2]2[CH:9]=[CH:8][CH:7]=[C:4]([C:5]#[N:6])[CH:3]=2)[CH:21]=[CH:20][CH:19]=1.